Task: Predict the reaction yield, written as a fraction of the theoretical maximum amount of product (1.0 means a 100% yield; for example, 0.34 means a 34% yield).. Dataset: Reaction yield outcomes from USPTO patents with 853,638 reactions (1) The reactants are C(O)C.C([O-])(O)=O.[Na+].[OH:9][C:10]1[CH:11]=[C:12]([CH:15]=[CH:16][C:17]=1[OH:18])[CH:13]=O.Cl.[CH3:20][O:21][C:22](=[O:27])[C@H:23]([CH2:25][SH:26])[NH2:24]. The catalyst is O. The product is [OH:9][C:10]1[CH:11]=[C:12]([CH:13]2[NH:24][C@H:23]([C:22]([O:21][CH3:20])=[O:27])[CH2:25][S:26]2)[CH:15]=[CH:16][C:17]=1[OH:18]. The yield is 0.830. (2) The reactants are [Br:1][C:2]1[CH:3]=[CH:4][C:5]([Cl:9])=[C:6]([OH:8])[CH:7]=1.Br[CH:11]1[CH2:13][CH2:12]1.C(=O)([O-])[O-].[Cs+].[Cs+].Cl. The catalyst is CN(C)C(=O)C. The product is [Br:1][C:2]1[CH:3]=[CH:4][C:5]([Cl:9])=[C:6]([O:8][CH:11]2[CH2:13][CH2:12]2)[CH:7]=1. The yield is 0.870. (3) The reactants are OB(O)[C:3]1[CH:7]=[CH:6][S:5][C:4]=1[C:8]([OH:10])=[O:9].[Br:12][C:13]1[CH:18]=[CH:17][C:16](I)=[CH:15][C:14]=1[O:20][CH3:21].CC#N.C([O-])([O-])=O.[K+].[K+]. The catalyst is CC([O-])=O.CC([O-])=O.[Pd+2].C1(C2C=CC=CC=2)C=CC=CC=1P(C1CCCCC1)C1CCCCC1.O. The product is [Br:12][C:13]1[CH:18]=[CH:17][C:16]([C:3]2[CH:7]=[CH:6][S:5][C:4]=2[C:8]([OH:10])=[O:9])=[CH:15][C:14]=1[O:20][CH3:21]. The yield is 0.740. (4) The reactants are [C:1]([C:3]1[N:4]=[C:5]([CH:8]2[CH2:13][CH2:12][N:11](C(OC(C)(C)C)=O)[CH2:10][CH2:9]2)[S:6][CH:7]=1)#[CH:2].FC(F)(F)C(O)=O. The catalyst is ClCCl. The product is [C:1]([C:3]1[N:4]=[C:5]([CH:8]2[CH2:13][CH2:12][NH:11][CH2:10][CH2:9]2)[S:6][CH:7]=1)#[CH:2]. The yield is 0.980. (5) The reactants are C[C:2]1([C:5](O)=O)[CH2:4][CH2:3]1.C1(P(N=[N+]=[N-])(C2C=CC=CC=2)=[O:15])C=CC=CC=1.C([N:27]([CH2:30]C)CC)C.[C:32]([OH:36])([CH3:35])([CH3:34])[CH3:33]. The product is [CH3:5][C:2]1([NH:27][C:30]([O:36][C:32]([CH3:35])([CH3:34])[CH3:33])=[O:15])[CH2:3][CH2:4]1. No catalyst specified. The yield is 0.770.